From a dataset of Reaction yield outcomes from USPTO patents with 853,638 reactions. Predict the reaction yield, written as a fraction of the theoretical maximum amount of product (1.0 means a 100% yield; for example, 0.34 means a 34% yield). The reactants are [CH2:1]([O:5][C:6]1[CH:7]=[C:8]([CH:12](C(OC(C)(C)C)=O)[CH2:13][NH:14][CH2:15][C:16]([N:18]([CH3:20])[CH3:19])=[O:17])[CH:9]=[CH:10][CH:11]=1)[CH2:2][CH2:3][CH3:4].[ClH:28].CCOCC. No catalyst specified. The product is [ClH:28].[CH2:1]([O:5][C:6]1[CH:7]=[C:8]([CH2:12][CH2:13][NH:14][CH2:15][C:16]([N:18]([CH3:20])[CH3:19])=[O:17])[CH:9]=[CH:10][CH:11]=1)[CH2:2][CH2:3][CH3:4]. The yield is 0.950.